This data is from NCI-60 drug combinations with 297,098 pairs across 59 cell lines. The task is: Regression. Given two drug SMILES strings and cell line genomic features, predict the synergy score measuring deviation from expected non-interaction effect. (1) Drug 1: CS(=O)(=O)CCNCC1=CC=C(O1)C2=CC3=C(C=C2)N=CN=C3NC4=CC(=C(C=C4)OCC5=CC(=CC=C5)F)Cl. Cell line: 786-0. Synergy scores: CSS=41.6, Synergy_ZIP=-4.32, Synergy_Bliss=-0.580, Synergy_Loewe=-7.03, Synergy_HSA=1.66. Drug 2: CC1=C(C(=O)C2=C(C1=O)N3CC4C(C3(C2COC(=O)N)OC)N4)N. (2) Drug 1: C1CCC(C(C1)N)N.C(=O)(C(=O)[O-])[O-].[Pt+4]. Drug 2: C(CCl)NC(=O)N(CCCl)N=O. Cell line: NCI/ADR-RES. Synergy scores: CSS=14.1, Synergy_ZIP=-7.75, Synergy_Bliss=-2.39, Synergy_Loewe=-14.9, Synergy_HSA=-1.39. (3) Drug 1: CC=C1C(=O)NC(C(=O)OC2CC(=O)NC(C(=O)NC(CSSCCC=C2)C(=O)N1)C(C)C)C(C)C. Drug 2: CC1CCC2CC(C(=CC=CC=CC(CC(C(=O)C(C(C(=CC(C(=O)CC(OC(=O)C3CCCCN3C(=O)C(=O)C1(O2)O)C(C)CC4CCC(C(C4)OC)OCCO)C)C)O)OC)C)C)C)OC. Cell line: DU-145. Synergy scores: CSS=61.8, Synergy_ZIP=-1.60, Synergy_Bliss=-1.30, Synergy_Loewe=-21.0, Synergy_HSA=0.817. (4) Drug 1: C1C(C(OC1N2C=C(C(=O)NC2=O)F)CO)O. Drug 2: CCC(=C(C1=CC=CC=C1)C2=CC=C(C=C2)OCCN(C)C)C3=CC=CC=C3.C(C(=O)O)C(CC(=O)O)(C(=O)O)O. Cell line: SR. Synergy scores: CSS=45.5, Synergy_ZIP=7.03, Synergy_Bliss=5.79, Synergy_Loewe=-9.11, Synergy_HSA=2.64. (5) Drug 1: CC12CCC3C(C1CCC2=O)CC(=C)C4=CC(=O)C=CC34C. Drug 2: CC1C(C(CC(O1)OC2CC(CC3=C2C(=C4C(=C3O)C(=O)C5=CC=CC=C5C4=O)O)(C(=O)C)O)N)O. Cell line: UACC-257. Synergy scores: CSS=47.5, Synergy_ZIP=0.365, Synergy_Bliss=2.17, Synergy_Loewe=-6.54, Synergy_HSA=2.97. (6) Drug 1: C1CCN(CC1)CCOC2=CC=C(C=C2)C(=O)C3=C(SC4=C3C=CC(=C4)O)C5=CC=C(C=C5)O. Drug 2: C1=NNC2=C1C(=O)NC=N2. Cell line: UACC-257. Synergy scores: CSS=5.91, Synergy_ZIP=0.266, Synergy_Bliss=3.23, Synergy_Loewe=2.43, Synergy_HSA=2.83. (7) Drug 1: CCCCCOC(=O)NC1=NC(=O)N(C=C1F)C2C(C(C(O2)C)O)O. Drug 2: CC(C)CN1C=NC2=C1C3=CC=CC=C3N=C2N. Cell line: HOP-92. Synergy scores: CSS=0.666, Synergy_ZIP=-0.816, Synergy_Bliss=-2.75, Synergy_Loewe=-1.38, Synergy_HSA=-2.02. (8) Drug 1: CC1=C(C(CCC1)(C)C)C=CC(=CC=CC(=CC(=O)O)C)C. Drug 2: CC1=C2C(C(=O)C3(C(CC4C(C3C(C(C2(C)C)(CC1OC(=O)C(C(C5=CC=CC=C5)NC(=O)OC(C)(C)C)O)O)OC(=O)C6=CC=CC=C6)(CO4)OC(=O)C)O)C)O. Cell line: ACHN. Synergy scores: CSS=13.3, Synergy_ZIP=4.15, Synergy_Bliss=5.99, Synergy_Loewe=4.54, Synergy_HSA=5.52. (9) Drug 1: CN(CC1=CN=C2C(=N1)C(=NC(=N2)N)N)C3=CC=C(C=C3)C(=O)NC(CCC(=O)O)C(=O)O. Drug 2: C1CCC(C(C1)N)N.C(=O)(C(=O)[O-])[O-].[Pt+4]. Cell line: HCC-2998. Synergy scores: CSS=37.8, Synergy_ZIP=-12.4, Synergy_Bliss=-9.53, Synergy_Loewe=-8.63, Synergy_HSA=-4.91.